Dataset: Full USPTO retrosynthesis dataset with 1.9M reactions from patents (1976-2016). Task: Predict the reactants needed to synthesize the given product. (1) Given the product [ClH:26].[CH3:1][C:2]1[O:3][CH:4]=[CH:5][C:6]=1[C:7]1[C:12]([C:13]2[CH:14]=[N:15][CH:16]=[CH:17][CH:18]=2)=[CH:11][N:10]=[C:9]([N:19]2[CH2:24][CH2:23][CH2:22][CH:21]([CH3:25])[CH2:20]2)[N:8]=1, predict the reactants needed to synthesize it. The reactants are: [CH3:1][C:2]1[O:3][CH:4]=[CH:5][C:6]=1[C:7]1[C:12]([C:13]2[CH:14]=[N:15][CH:16]=[CH:17][CH:18]=2)=[CH:11][N:10]=[C:9]([N:19]2[CH2:24][CH2:23][CH2:22][CH:21]([CH3:25])[CH2:20]2)[N:8]=1.[ClH:26]. (2) Given the product [CH3:38][O:37][C:27]1[CH:26]=[C:25]([O:13][CH2:12][CH2:11][CH2:10][CH2:9][C:8]2[C:4]([CH2:1][CH2:2][CH3:3])=[N:5][N:6]([C:14]3[CH:19]=[CH:18][C:17]([C:20]([F:22])([F:21])[F:23])=[CH:16][N:15]=3)[CH:7]=2)[CH:30]=[CH:29][C:28]=1[CH2:31][CH2:32][C:33]([OH:35])=[O:34], predict the reactants needed to synthesize it. The reactants are: [CH2:1]([C:4]1[C:8]([CH2:9][CH2:10][CH2:11][CH2:12][OH:13])=[CH:7][N:6]([C:14]2[CH:19]=[CH:18][C:17]([C:20]([F:23])([F:22])[F:21])=[CH:16][N:15]=2)[N:5]=1)[CH2:2][CH3:3].O[C:25]1[CH:30]=[CH:29][C:28]([CH2:31][CH2:32][C:33]([O:35]C)=[O:34])=[C:27]([O:37][CH3:38])[CH:26]=1.C(P(CCCC)CCCC)CCC.N(C(N1CCCCC1)=O)=NC(N1CCCCC1)=O. (3) Given the product [NH2:9][C:3]1[N:4]=[CH:5][N:6]=[C:7]([O:26][CH:27]2[CH2:28][C:29]3([CH2:30][N:31]([C:33](=[O:35])[CH:41]=[CH2:42])[CH2:32]3)[CH2:40]2)[C:2]=1[C:20]1[CH:21]=[CH:22][C:17]([O:16][C:12]2[CH:11]=[N:10][CH:15]=[CH:14][CH:13]=2)=[CH:18][CH:19]=1, predict the reactants needed to synthesize it. The reactants are: Cl[C:2]1[C:3]([NH2:9])=[N:4][CH:5]=[N:6][C:7]=1Cl.[N:10]1[CH:15]=[CH:14][CH:13]=[C:12]([O:16][C:17]2[CH:22]=[CH:21][C:20](B(O)O)=[CH:19][CH:18]=2)[CH:11]=1.[OH:26][CH:27]1[CH2:40][C:29]2([CH2:32][N:31]([C:33]([O:35]C(C)(C)C)=O)[CH2:30]2)[CH2:28]1.[C:41](O)(=O)[CH:42]=C. (4) Given the product [CH3:14][N:12]1[CH:13]=[C:8]([C:6]2[CH:7]=[C:2]([NH:1][C:24]3[CH:29]=[CH:28][CH:27]=[CH:26][N:25]=3)[CH:3]=[CH:4][C:5]=2[O:16][C:17]2[CH:18]=[CH:19][CH:20]=[CH:21][CH:22]=2)[CH:9]=[CH:10][C:11]1=[O:15], predict the reactants needed to synthesize it. The reactants are: [NH2:1][C:2]1[CH:3]=[CH:4][C:5]([O:16][C:17]2[CH:22]=[CH:21][CH:20]=[CH:19][CH:18]=2)=[C:6]([C:8]2[CH:9]=[CH:10][C:11](=[O:15])[N:12]([CH3:14])[CH:13]=2)[CH:7]=1.Br[C:24]1[CH:29]=[CH:28][CH:27]=[CH:26][N:25]=1.C1(P(C2CCCCC2)C2C=CC=CC=2C2C(N(C)C)=CC=CC=2)CCCCC1.C([O-])([O-])=O.[Cs+].[Cs+]. (5) Given the product [C:1]([C:3]1[CH:4]=[CH:5][C:6]([OH:31])=[C:7]([S:9]([NH:12][CH2:13][CH2:14][C:15]2[CH:20]=[CH:19][C:18]([CH:21]([CH3:23])[CH3:22])=[CH:17][C:16]=2[NH:24][CH2:25][C:26]([OH:28])=[O:27])(=[O:10])=[O:11])[CH:8]=1)#[N:2], predict the reactants needed to synthesize it. The reactants are: [C:1]([C:3]1[CH:4]=[CH:5][C:6]([OH:31])=[C:7]([S:9]([NH:12][CH2:13][CH2:14][C:15]2[CH:20]=[CH:19][C:18]([CH:21]([CH3:23])[CH3:22])=[CH:17][C:16]=2[NH:24][CH2:25][C:26]([O:28]CC)=[O:27])(=[O:11])=[O:10])[CH:8]=1)#[N:2].[OH-].[Na+].Cl. (6) Given the product [CH3:7][O:8][C:9]([C@H:11]1[CH2:12][CH2:13][C@H:14]([N:17]([CH3:1])[S:18]([C:21]2[CH:22]=[C:23]([CH:34]=[CH:35][CH:36]=2)[C:24]([O:26][CH2:27][C:28]2[CH:29]=[CH:30][CH:31]=[CH:32][CH:33]=2)=[O:25])(=[O:20])=[O:19])[CH2:15][CH2:16]1)=[O:10], predict the reactants needed to synthesize it. The reactants are: [C:1](=O)([O-])[O-].[K+].[K+].[CH3:7][O:8][C:9]([C@H:11]1[CH2:16][CH2:15][C@H:14]([NH:17][S:18]([C:21]2[CH:22]=[C:23]([CH:34]=[CH:35][CH:36]=2)[C:24]([O:26][CH2:27][C:28]2[CH:33]=[CH:32][CH:31]=[CH:30][CH:29]=2)=[O:25])(=[O:20])=[O:19])[CH2:13][CH2:12]1)=[O:10].IC. (7) Given the product [C:31]([O:35][C:36](=[O:48])[CH2:37][O:38][C:39]1[CH:44]=[CH:43][C:42]([Cl:45])=[CH:41][C:40]=1[C:46]#[C:47][C:50]1[CH:51]=[C:52]([S:57]([NH:60][CH:61]([CH2:63][CH3:64])[CH3:62])(=[O:58])=[O:59])[CH:53]=[CH:54][C:55]=1[CH3:56])([CH3:34])([CH3:33])[CH3:32], predict the reactants needed to synthesize it. The reactants are: C(OC(=O)COC1C=CC(Cl)=CC=1C#CC1C=CC=C(S(CCC)(=O)=O)C=1)(C)(C)C.[C:31]([O:35][C:36](=[O:48])[CH2:37][O:38][C:39]1[CH:44]=[CH:43][C:42]([Cl:45])=[CH:41][C:40]=1[C:46]#[CH:47])([CH3:34])([CH3:33])[CH3:32].Br[C:50]1[CH:51]=[C:52]([S:57]([NH:60][CH:61]([CH2:63][CH3:64])[CH3:62])(=[O:59])=[O:58])[CH:53]=[CH:54][C:55]=1[CH3:56]. (8) Given the product [C:21]([C:19]1[C:18](=[O:20])[C:3]2[C:2](=[C:7]([CH2:8][CH:9]([CH3:11])[CH3:10])[C:6]([O:12][CH3:13])=[C:5]([O:14][CH3:15])[C:4]=2[O:16][CH3:17])[O:1][C:26]=1[CH3:27])(=[O:24])[CH3:22], predict the reactants needed to synthesize it. The reactants are: [OH:1][C:2]1[C:7]([CH2:8][CH:9]([CH3:11])[CH3:10])=[C:6]([O:12][CH3:13])[C:5]([O:14][CH3:15])=[C:4]([O:16][CH3:17])[C:3]=1[C:18](=[O:20])[CH3:19].[C:21]([O-:24])(=O)[CH3:22].[Na+].[C:26](OC(=O)C)(=O)[CH3:27]. (9) Given the product [CH:1]1([S:4]([C:7]2[CH:12]=[CH:11][C:10]([NH2:13])=[CH:9][CH:8]=2)(=[O:6])=[O:5])[CH2:3][CH2:2]1, predict the reactants needed to synthesize it. The reactants are: [CH:1]1([S:4]([C:7]2[CH:12]=[CH:11][C:10]([N+:13]([O-])=O)=[CH:9][CH:8]=2)(=[O:6])=[O:5])[CH2:3][CH2:2]1.